From a dataset of Full USPTO retrosynthesis dataset with 1.9M reactions from patents (1976-2016). Predict the reactants needed to synthesize the given product. (1) Given the product [Cl:1][C:2]1[CH:7]=[C:6]([S:8][C:9]([F:15])([F:14])[C:10]([F:12])([F:11])[F:13])[CH:5]=[CH:4][C:3]=1[N:16]([CH3:30])[C:17]([N:19]([C:20](=[O:29])[C:21]1[C:22]([F:28])=[CH:23][CH:24]=[CH:25][C:26]=1[F:27])[CH3:33])=[O:18], predict the reactants needed to synthesize it. The reactants are: [Cl:1][C:2]1[CH:7]=[C:6]([S:8][C:9]([F:15])([F:14])[C:10]([F:13])([F:12])[F:11])[CH:5]=[CH:4][C:3]=1[N:16]([CH3:30])[C:17]([NH:19][C:20](=[O:29])[C:21]1[C:26]([F:27])=[CH:25][CH:24]=[CH:23][C:22]=1[F:28])=[O:18].[H-].[Na+].[CH3:33]I.[Cl-].[NH4+]. (2) The reactants are: Br[CH2:2][CH2:3][N:4]1[CH:8]=[CH:7][CH:6]=[CH:5]1.[CH2:9]([N:12]([S:35]([CH2:38][C:39]1[CH:44]=[CH:43][CH:42]=[CH:41][CH:40]=1)(=[O:37])=[O:36])[C:13]([CH:15]1[CH2:20][CH2:19][N:18]([C:21]2[NH:26][C:25](=[O:27])[C:24]([C:28]([O:30][CH2:31][CH3:32])=[O:29])=[CH:23][C:22]=2[C:33]#[N:34])[CH2:17][CH2:16]1)=[O:14])[CH:10]=[CH2:11].C(=O)([O-])[O-].[K+].[K+].C(Cl)Cl. Given the product [CH2:9]([N:12]([S:35]([CH2:38][C:39]1[CH:40]=[CH:41][CH:42]=[CH:43][CH:44]=1)(=[O:37])=[O:36])[C:13]([CH:15]1[CH2:20][CH2:19][N:18]([C:21]2[C:22]([C:33]#[N:34])=[CH:23][C:24]([C:28]([O:30][CH2:31][CH3:32])=[O:29])=[C:25]([O:27][CH2:2][CH2:3][N:4]3[CH:8]=[CH:7][CH:6]=[CH:5]3)[N:26]=2)[CH2:17][CH2:16]1)=[O:14])[CH:10]=[CH2:11], predict the reactants needed to synthesize it. (3) Given the product [Cl:1][C:2]1[CH:3]=[CH:4][C:5]([C:20]#[CH:21])=[C:6]([C:8]2[CH:13]=[CH:12][N:11]([CH:14]([CH3:18])[C:15]([NH:22][C:23]3[CH:24]=[CH:25][C:26]([C:27]([O:29][CH3:30])=[O:28])=[CH:31][CH:32]=3)=[O:17])[C:10](=[O:19])[CH:9]=2)[CH:7]=1, predict the reactants needed to synthesize it. The reactants are: [Cl:1][C:2]1[CH:3]=[CH:4][C:5]([C:20]#[CH:21])=[C:6]([C:8]2[CH:13]=[CH:12][N:11]([CH:14]([CH3:18])[C:15]([OH:17])=O)[C:10](=[O:19])[CH:9]=2)[CH:7]=1.[NH2:22][C:23]1[CH:32]=[CH:31][C:26]([C:27]([O:29][CH3:30])=[O:28])=[CH:25][CH:24]=1.